This data is from Cav3 T-type calcium channel HTS with 100,875 compounds. The task is: Binary Classification. Given a drug SMILES string, predict its activity (active/inactive) in a high-throughput screening assay against a specified biological target. (1) The molecule is s1c(c2CC(CC(=O)c2c1SC)(C)C)C(O)=O. The result is 0 (inactive). (2) The compound is s1c(NC(=O)CCc2oc(cc2)C)ncc1. The result is 0 (inactive). (3) The compound is O=C(Nc1[nH]n2C(c3ccccc3)C=C(N=c2n1)c1ccccc1)C. The result is 0 (inactive). (4) The drug is S1(=O)(=O)N(c2c(c3c1cccc3)cc(OC)cc2)C(=O)C. The result is 0 (inactive). (5) The molecule is O(C(=O)C1CCCC1)C1(C(=O)c2c(=C(C1=O)c1ccccc1)cc(n(c2)Cc1ccc(OC)cc1)CCCC(OC)=O)C. The result is 0 (inactive). (6) The drug is Clc1cc(NC(=O)CSc2n(c3cccnc3)cnn2)c(OC)cc1. The result is 0 (inactive).